Task: Predict the reaction yield, written as a fraction of the theoretical maximum amount of product (1.0 means a 100% yield; for example, 0.34 means a 34% yield).. Dataset: Reaction yield outcomes from USPTO patents with 853,638 reactions (1) The reactants are O[C:2]([C:5]1[C:10]([O:11][CH3:12])=[CH:9][CH:8]=[CH:7][C:6]=1[OH:13])([CH3:4])[CH3:3].O.C([O-])=O.[NH4+]. The catalyst is C(O)(=O)C.[Pd]. The product is [CH:2]([C:5]1[C:10]([O:11][CH3:12])=[CH:9][CH:8]=[CH:7][C:6]=1[OH:13])([CH3:4])[CH3:3]. The yield is 0.920. (2) The reactants are Br[C:2]1[NH:3][C:4]2[C:9]([C:10]=1[CH:11]=[O:12])=[CH:8][C:7]([O:13][CH3:14])=[CH:6][CH:5]=2.[CH3:15][N:16]1[CH:20]=[C:19]([C:21]([F:24])([F:23])[F:22])[C:18](B2OC(C)(C)C(C)(C)O2)=[N:17]1.C1(P(C2C=CC=CC=2)C2C=CC=CC=2)C=CC=CC=1.P([O-])([O-])([O-])=O.[K+].[K+].[K+]. The catalyst is COCCOC.O.C(O[Pd]OC(=O)C)(=O)C.CCOC(C)=O. The product is [CH3:14][O:13][C:7]1[CH:8]=[C:9]2[C:4](=[CH:5][CH:6]=1)[NH:3][C:2]([C:18]1[C:19]([C:21]([F:24])([F:23])[F:22])=[CH:20][N:16]([CH3:15])[N:17]=1)=[C:10]2[CH:11]=[O:12]. The yield is 0.280. (3) The reactants are [CH3:1][O:2][C:3]1[CH:8]=[CH:7][C:6]([S:9]([N:12]2[C:20]3[CH:19]=[CH:18][CH:17]=[C:16]([C:21]#[N:22])[C:15]=3[CH:14]=[CH:13]2)(=[O:11])=[O:10])=[CH:5][C:4]=1[N:23]1[CH2:28][CH2:27][NH:26][CH2:25][CH2:24]1.[C:29]([BH3-])#N.[Na+].C=O. The catalyst is CO. The product is [CH3:1][O:2][C:3]1[CH:8]=[CH:7][C:6]([S:9]([N:12]2[C:20]3[CH:19]=[CH:18][CH:17]=[C:16]([C:21]#[N:22])[C:15]=3[CH:14]=[CH:13]2)(=[O:10])=[O:11])=[CH:5][C:4]=1[N:23]1[CH2:28][CH2:27][N:26]([CH3:29])[CH2:25][CH2:24]1. The yield is 0.890. (4) The reactants are C(OC([N:8]1[CH2:17][CH2:16][C:15]2[C:10](=[C:11]([O:18][C:19]3[CH:24]=[CH:23][C:22]([C:25](=[O:27])[NH2:26])=[CH:21][N:20]=3)[CH:12]=[CH:13][CH:14]=2)[CH2:9]1)=O)(C)(C)C.C(O)(C(F)(F)F)=O. The catalyst is C(Cl)Cl. The product is [CH2:9]1[C:10]2[C:15](=[CH:14][CH:13]=[CH:12][C:11]=2[O:18][C:19]2[CH:24]=[CH:23][C:22]([C:25]([NH2:26])=[O:27])=[CH:21][N:20]=2)[CH2:16][CH2:17][NH:8]1. The yield is 0.570. (5) The reactants are [Cl:1][C:2]1[CH:7]=[C:6]([N+:8]([O-:10])=[O:9])[CH:5]=[CH:4][C:3]=1[C:11]([CH3:15])([CH3:14])[CH2:12][NH2:13].[C:16](Cl)(=[O:18])[CH3:17].C(N(CC)CC)C. The catalyst is C(Cl)Cl. The product is [Cl:1][C:2]1[CH:7]=[C:6]([N+:8]([O-:10])=[O:9])[CH:5]=[CH:4][C:3]=1[C:11]([CH3:15])([CH3:14])[CH2:12][NH:13][C:16](=[O:18])[CH3:17]. The yield is 0.840.